The task is: Regression/Classification. Given a drug SMILES string, predict its absorption, distribution, metabolism, or excretion properties. Task type varies by dataset: regression for continuous measurements (e.g., permeability, clearance, half-life) or binary classification for categorical outcomes (e.g., BBB penetration, CYP inhibition). Dataset: cyp2d6_veith.. This data is from CYP2D6 inhibition data for predicting drug metabolism from PubChem BioAssay. (1) The drug is Nc1nc(N)nc(CCCc2nc(N)nc(N)n2)n1. The result is 0 (non-inhibitor). (2) The drug is COc1cc(NC(=O)c2ccco2)c(C(=O)O)cc1OC. The result is 0 (non-inhibitor). (3) The result is 1 (inhibitor). The compound is CC(C)(C)c1ccc(O)c(C[N+](C)(C)C)c1.